From a dataset of Forward reaction prediction with 1.9M reactions from USPTO patents (1976-2016). Predict the product of the given reaction. (1) Given the reactants [CH2:1]([C:5]1[O:6][C:7]2[CH:13]=[CH:12][CH:11]=[CH:10][C:8]=2[CH:9]=1)[CH2:2][CH2:3][CH3:4].P(Cl)(Cl)(Cl)=O.CN(C)[CH:21]=[O:22], predict the reaction product. The product is: [CH2:1]([C:5]1[O:6][C:7]2[CH:13]=[CH:12][CH:11]=[CH:10][C:8]=2[C:9]=1[CH:21]=[O:22])[CH2:2][CH2:3][CH3:4]. (2) The product is: [C:1]([C:3]1[CH:4]=[CH:5][C:6]([CH2:9][C:10]([O:12][CH2:13][CH3:14])=[O:11])=[CH:7][CH:8]=1)#[N:2]. Given the reactants [C:1]([C:3]1[CH:8]=[CH:7][C:6]([CH2:9][C:10]([OH:12])=[O:11])=[CH:5][CH:4]=1)#[N:2].[CH2:13](O)[CH3:14], predict the reaction product. (3) Given the reactants [CH:1]1([CH2:4][O:5][C:6]2[CH:11]=[C:10]([O:12][CH3:13])[C:9]([F:14])=[CH:8][C:7]=2[C:15]2[C:16]3[N:23]([CH2:24][O:25][CH2:26][CH2:27][Si:28]([CH3:31])([CH3:30])[CH3:29])[C:22]([CH3:32])=[C:21]([C:33]([OH:35])=O)[C:17]=3[N:18]=[CH:19][N:20]=2)[CH2:3][CH2:2]1.[NH2:36][C@@H:37]1[CH2:42][CH2:41][N:40]([C:43]([O:45][C:46]([CH3:49])([CH3:48])[CH3:47])=[O:44])[CH2:39][C@H:38]1[OH:50], predict the reaction product. The product is: [CH:1]1([CH2:4][O:5][C:6]2[CH:11]=[C:10]([O:12][CH3:13])[C:9]([F:14])=[CH:8][C:7]=2[C:15]2[C:16]3[N:23]([CH2:24][O:25][CH2:26][CH2:27][Si:28]([CH3:29])([CH3:30])[CH3:31])[C:22]([CH3:32])=[C:21]([C:33]([NH:36][C@@H:37]4[CH2:42][CH2:41][N:40]([C:43]([O:45][C:46]([CH3:48])([CH3:47])[CH3:49])=[O:44])[CH2:39][C@H:38]4[OH:50])=[O:35])[C:17]=3[N:18]=[CH:19][N:20]=2)[CH2:2][CH2:3]1. (4) Given the reactants [CH2:1]([O:3][CH:4]([O:6][CH:7]1[CH2:23][O:22][C:10]2=[CH:11][CH:12]=[C:13]3[C:17]([N:16]([CH2:18][CH:19](O)[CH3:20])[N:15]=[CH:14]3)=[C:9]2[CH2:8]1)[CH3:5])[CH3:2].C(N(CC)CC)C.CS(OS(C)(=O)=O)(=O)=O.[N-:40]=[N+:41]=[N-:42].[Na+], predict the reaction product. The product is: [N:40]([CH:19]([CH3:20])[CH2:18][N:16]1[C:17]2[C:13](=[CH:12][CH:11]=[C:10]3[O:22][CH2:23][CH:7]([O:6][CH:4]([O:3][CH2:1][CH3:2])[CH3:5])[CH2:8][C:9]3=2)[CH:14]=[N:15]1)=[N+:41]=[N-:42]. (5) Given the reactants [CH3:1][C:2]1[NH:10][C:9]2[CH:8]=[CH:7][NH:6][C:5](=O)[C:4]=2[C:3]=1[CH3:12].P(Cl)(Cl)([Cl:15])=O, predict the reaction product. The product is: [Cl:15][C:5]1[C:4]2[C:3]([CH3:12])=[C:2]([CH3:1])[NH:10][C:9]=2[CH:8]=[CH:7][N:6]=1. (6) Given the reactants Br[C:2]1[CH:25]=[CH:24][C:5]([O:6][C:7]2[CH:12]=[CH:11][C:10]([S:13]([NH:16][C:17]3[S:18][CH:19]=[CH:20][N:21]=3)(=[O:15])=[O:14])=[CH:9][C:8]=2[C:22]#[N:23])=[C:4]([C:26]2[N:30]([CH3:31])[N:29]=[CH:28][CH:27]=2)[CH:3]=1.[C:32]([O:36][C:37]([NH:39][CH2:40][C:41]1[CH:42]=[C:43](B(O)O)[CH:44]=[CH:45][CH:46]=1)=[O:38])([CH3:35])([CH3:34])[CH3:33].C(=O)([O-])[O-].[Na+].[Na+].O, predict the reaction product. The product is: [C:22]([C:8]1[CH:9]=[C:10]([S:13]([NH:16][C:17]2[S:18][CH:19]=[CH:20][N:21]=2)(=[O:15])=[O:14])[CH:11]=[CH:12][C:7]=1[O:6][C:5]1[CH:24]=[CH:25][C:2]([C:45]2[CH:44]=[CH:43][CH:42]=[C:41]([CH2:40][NH:39][C:37](=[O:38])[O:36][C:32]([CH3:34])([CH3:33])[CH3:35])[CH:46]=2)=[CH:3][C:4]=1[C:26]1[N:30]([CH3:31])[N:29]=[CH:28][CH:27]=1)#[N:23]. (7) Given the reactants [O:1]=[C:2]1[C:10]2([CH2:14][CH2:13][CH2:12][CH2:11]2)[C:9]2[C:4](=[CH:5][CH:6]=[CH:7][CH:8]=2)[N:3]1[C:15]([NH:17][CH2:18][CH:19]1[CH2:24][CH2:23][NH:22][CH2:21][CH2:20]1)=[O:16].[CH3:25][C:26]([CH3:33])([CH:31]=O)[C:27]([O:29][CH3:30])=[O:28].C(O[BH-](OC(=O)C)OC(=O)C)(=O)C.[Na+].C([O-])(O)=O.[Na+], predict the reaction product. The product is: [CH3:25][C:26]([CH3:33])([CH2:31][N:22]1[CH2:21][CH2:20][CH:19]([CH2:18][NH:17][C:15]([N:3]2[C:4]3[C:9](=[CH:8][CH:7]=[CH:6][CH:5]=3)[C:10]3([CH2:14][CH2:13][CH2:12][CH2:11]3)[C:2]2=[O:1])=[O:16])[CH2:24][CH2:23]1)[C:27]([O:29][CH3:30])=[O:28]. (8) Given the reactants [CH2:1]([NH:3][C:4]([NH:6][C:7]1[CH:8]=[C:9]([C:24]2[S:28][C:27]([CH:29]3[CH2:34][CH2:33][CH:32]([C:35](O)=[O:36])[CH2:31][CH2:30]3)=[N:26][CH:25]=2)[CH:10]=[C:11]([NH:13][C:14]2[N:19]=[C:18]([C:20]([F:23])([F:22])[F:21])[CH:17]=[CH:16][N:15]=2)[CH:12]=1)=[O:5])[CH3:2].C[N:39](C(ON1N=NC2C=CC=NC1=2)=[N+](C)C)C.F[P-](F)(F)(F)(F)F.CCN(C(C)C)C(C)C.[Cl-].[NH4+], predict the reaction product. The product is: [CH2:1]([NH:3][C:4]([NH:6][C:7]1[CH:8]=[C:9]([C:24]2[S:28][C:27]([CH:29]3[CH2:34][CH2:33][CH:32]([C:35]([NH2:39])=[O:36])[CH2:31][CH2:30]3)=[N:26][CH:25]=2)[CH:10]=[C:11]([NH:13][C:14]2[N:19]=[C:18]([C:20]([F:21])([F:23])[F:22])[CH:17]=[CH:16][N:15]=2)[CH:12]=1)=[O:5])[CH3:2].